Dataset: Full USPTO retrosynthesis dataset with 1.9M reactions from patents (1976-2016). Task: Predict the reactants needed to synthesize the given product. Given the product [F:1][C:2]1[CH:3]=[CH:4][CH:5]=[C:6]2[C:10]=1[N:9]([CH2:23][CH:24]([CH3:26])[CH3:25])[N:8]=[C:7]2[C:11]1[CH:16]=[CH:15][C:14]([O:17][CH3:18])=[CH:13][C:12]=1[CH3:19], predict the reactants needed to synthesize it. The reactants are: [F:1][C:2]1[CH:3]=[CH:4][CH:5]=[C:6]2[C:10]=1[NH:9][N:8]=[C:7]2[C:11]1[CH:16]=[CH:15][C:14]([O:17][CH3:18])=[CH:13][C:12]=1[CH3:19].[H-].[Na+].I[CH2:23][CH:24]([CH3:26])[CH3:25].